From a dataset of Catalyst prediction with 721,799 reactions and 888 catalyst types from USPTO. Predict which catalyst facilitates the given reaction. (1) Reactant: C([O:5][C:6](=[O:27])[C:7]([S:10][C:11]1[S:12][CH:13]=[C:14]([CH2:16][CH2:17][NH:18][C:19]2[N:24]=[CH:23][C:22]([CH2:25][CH3:26])=[CH:21][N:20]=2)[N:15]=1)([CH3:9])[CH3:8])(C)(C)C.I[CH2:29][CH2:30][CH2:31][CH2:32][CH2:33][CH2:34][CH2:35][CH2:36][CH3:37].[BrH:38].C(O)(=O)C. Product: [BrH:38].[CH2:25]([C:22]1[CH:23]=[N:24][C:19]([N:18]([CH2:29][CH2:30][CH2:31][CH2:32][CH2:33][CH2:34][CH2:35][CH2:36][CH3:37])[CH2:17][CH2:16][C:14]2[N:15]=[C:11]([S:10][C:7]([CH3:8])([CH3:9])[C:6]([OH:5])=[O:27])[S:12][CH:13]=2)=[N:20][CH:21]=1)[CH3:26]. The catalyst class is: 27. (2) Reactant: [CH3:1][O:2][C:3]1[C:8]([C:9]2[CH:14]=[CH:13][CH:12]=[CH:11][CH:10]=2)=[CH:7][C:6]([C:15]([O:17]C)=[O:16])=[CH:5][CH:4]=1. The catalyst class is: 562. Product: [CH3:1][O:2][C:3]1[C:8]([C:9]2[CH:14]=[CH:13][CH:12]=[CH:11][CH:10]=2)=[CH:7][C:6]([C:15]([OH:17])=[O:16])=[CH:5][CH:4]=1. (3) Reactant: [OH:1][CH2:2][CH:3]1[NH:8][CH2:7][CH2:6][N:5]([C:9]([O:11][C:12]([CH3:15])([CH3:14])[CH3:13])=[O:10])[CH2:4]1.[C:16]1([S:22](Cl)(=[O:24])=[O:23])[CH:21]=[CH:20][CH:19]=[CH:18][CH:17]=1. Product: [OH:1][CH2:2][CH:3]1[N:8]([S:22]([C:16]2[CH:21]=[CH:20][CH:19]=[CH:18][CH:17]=2)(=[O:24])=[O:23])[CH2:7][CH2:6][N:5]([C:9]([O:11][C:12]([CH3:15])([CH3:14])[CH3:13])=[O:10])[CH2:4]1. The catalyst class is: 249. (4) Reactant: [CH3:1][C:2]([O:5][C:6]([N:8]([CH3:14])[C@H:9]([C:11]([OH:13])=O)[CH3:10])=[O:7])([CH3:4])[CH3:3].ON1C2C=CC=CC=2N=N1.C(N(C(C)C)CC)(C)C.Cl.CN(C)CCCN=C=NCC.[NH2:46][C:47]1[CH:48]=[CH:49][C:50]([O:65][CH3:66])=[C:51]([NH:53][S:54]([C:57]2[CH:62]=[CH:61][C:60]([Br:63])=[CH:59][C:58]=2[Cl:64])(=[O:56])=[O:55])[CH:52]=1. Product: [Br:63][C:60]1[CH:61]=[CH:62][C:57]([S:54]([NH:53][C:51]2[CH:52]=[C:47]([NH:46][C:11](=[O:13])[C@@H:9]([N:8]([CH3:14])[C:6](=[O:7])[O:5][C:2]([CH3:1])([CH3:3])[CH3:4])[CH3:10])[CH:48]=[CH:49][C:50]=2[O:65][CH3:66])(=[O:56])=[O:55])=[C:58]([Cl:64])[CH:59]=1. The catalyst class is: 9.